The task is: Predict which catalyst facilitates the given reaction.. This data is from Catalyst prediction with 721,799 reactions and 888 catalyst types from USPTO. Reactant: [CH3:1][CH:2]([NH:4][CH2:5][C@H:6]1[CH2:11][N:10]([C:12]([O:14][C:15]([CH3:18])([CH3:17])[CH3:16])=[O:13])[CH2:9][CH2:8][N:7]1[C:19]([O:21][C:22]([CH3:25])([CH3:24])[CH3:23])=[O:20])[CH3:3].CCN(C(C)C)C(C)C.[CH3:35][S:36](Cl)(=[O:38])=[O:37]. Product: [CH3:3][CH:2]([N:4]([CH2:5][C@H:6]1[CH2:11][N:10]([C:12]([O:14][C:15]([CH3:16])([CH3:17])[CH3:18])=[O:13])[CH2:9][CH2:8][N:7]1[C:19]([O:21][C:22]([CH3:23])([CH3:25])[CH3:24])=[O:20])[S:36]([CH3:35])(=[O:38])=[O:37])[CH3:1]. The catalyst class is: 79.